This data is from TCR-epitope binding with 47,182 pairs between 192 epitopes and 23,139 TCRs. The task is: Binary Classification. Given a T-cell receptor sequence (or CDR3 region) and an epitope sequence, predict whether binding occurs between them. The epitope is GLNKIVRMY. The TCR CDR3 sequence is CASSYPLGYPEAFF. Result: 0 (the TCR does not bind to the epitope).